Dataset: Reaction yield outcomes from USPTO patents with 853,638 reactions. Task: Predict the reaction yield, written as a fraction of the theoretical maximum amount of product (1.0 means a 100% yield; for example, 0.34 means a 34% yield). The reactants are [N:1]([CH2:4][C:5]1[CH:6]=[CH:7][C:8]([C:11]#[N:12])=[N:9][CH:10]=1)=[N+]=[N-].C1(P(C2C=CC=CC=2)C2C=CC=CC=2)C=CC=CC=1.C(N(CC)CC)C.[CH3:39][C:40]([O:43][C:44](O[C:44]([O:43][C:40]([CH3:42])([CH3:41])[CH3:39])=[O:45])=[O:45])([CH3:42])[CH3:41]. The catalyst is C1COCC1.O. The product is [C:40]([O:43][C:44]([NH:1][CH2:4][C:5]1[CH:6]=[CH:7][C:8]([C:11]#[N:12])=[N:9][CH:10]=1)=[O:45])([CH3:42])([CH3:41])[CH3:39]. The yield is 0.360.